Task: Regression. Given two drug SMILES strings and cell line genomic features, predict the synergy score measuring deviation from expected non-interaction effect.. Dataset: NCI-60 drug combinations with 297,098 pairs across 59 cell lines (1) Drug 1: COC1=CC(=CC(=C1O)OC)C2C3C(COC3=O)C(C4=CC5=C(C=C24)OCO5)OC6C(C(C7C(O6)COC(O7)C8=CC=CS8)O)O. Drug 2: CS(=O)(=O)OCCCCOS(=O)(=O)C. Cell line: PC-3. Synergy scores: CSS=20.4, Synergy_ZIP=-6.64, Synergy_Bliss=0.376, Synergy_Loewe=-24.2, Synergy_HSA=2.43. (2) Drug 1: CC12CCC(CC1=CCC3C2CCC4(C3CC=C4C5=CN=CC=C5)C)O. Drug 2: C1CCC(CC1)NC(=O)N(CCCl)N=O. Cell line: MOLT-4. Synergy scores: CSS=25.3, Synergy_ZIP=1.20, Synergy_Bliss=6.08, Synergy_Loewe=-1.17, Synergy_HSA=5.59. (3) Drug 1: CCCS(=O)(=O)NC1=C(C(=C(C=C1)F)C(=O)C2=CNC3=C2C=C(C=N3)C4=CC=C(C=C4)Cl)F. Drug 2: C1C(C(OC1N2C=NC(=NC2=O)N)CO)O. Cell line: SNB-75. Synergy scores: CSS=-4.28, Synergy_ZIP=3.02, Synergy_Bliss=1.11, Synergy_Loewe=-3.01, Synergy_HSA=-3.37. (4) Drug 1: CC1=C(C(CCC1)(C)C)C=CC(=CC=CC(=CC(=O)O)C)C. Drug 2: CC1C(C(CC(O1)OC2CC(CC3=C2C(=C4C(=C3O)C(=O)C5=C(C4=O)C(=CC=C5)OC)O)(C(=O)CO)O)N)O.Cl. Cell line: UO-31. Synergy scores: CSS=24.4, Synergy_ZIP=0.940, Synergy_Bliss=3.15, Synergy_Loewe=-5.58, Synergy_HSA=0.676. (5) Drug 1: CC1OCC2C(O1)C(C(C(O2)OC3C4COC(=O)C4C(C5=CC6=C(C=C35)OCO6)C7=CC(=C(C(=C7)OC)O)OC)O)O. Drug 2: CC(C)CN1C=NC2=C1C3=CC=CC=C3N=C2N. Cell line: U251. Synergy scores: CSS=49.7, Synergy_ZIP=1.69, Synergy_Bliss=2.79, Synergy_Loewe=-4.12, Synergy_HSA=1.71. (6) Drug 1: C1=CC=C(C=C1)NC(=O)CCCCCCC(=O)NO. Drug 2: CN(CC1=CN=C2C(=N1)C(=NC(=N2)N)N)C3=CC=C(C=C3)C(=O)NC(CCC(=O)O)C(=O)O. Cell line: SF-268. Synergy scores: CSS=24.1, Synergy_ZIP=7.20, Synergy_Bliss=5.84, Synergy_Loewe=-14.3, Synergy_HSA=4.07. (7) Drug 1: CN1CCC(CC1)COC2=C(C=C3C(=C2)N=CN=C3NC4=C(C=C(C=C4)Br)F)OC. Drug 2: C1CC(=O)NC(=O)C1N2CC3=C(C2=O)C=CC=C3N. Cell line: OVCAR-4. Synergy scores: CSS=4.01, Synergy_ZIP=-2.97, Synergy_Bliss=-4.54, Synergy_Loewe=-7.67, Synergy_HSA=-4.18.